This data is from Reaction yield outcomes from USPTO patents with 853,638 reactions. The task is: Predict the reaction yield, written as a fraction of the theoretical maximum amount of product (1.0 means a 100% yield; for example, 0.34 means a 34% yield). (1) The reactants are [C:1]([O:5][C:6]([N:8]1[C:12]([CH3:13])=[CH:11][CH:10]=[C:9]1[CH3:14])=[O:7])([CH3:4])([CH3:3])[CH3:2].[C:15]([C:21]([O:23][CH3:24])=[O:22])#[C:16][C:17]([O:19][CH3:20])=[O:18]. No catalyst specified. The product is [CH3:20][O:19][C:17]([C:16]1[C:12]2([CH3:13])[N:8]([C:6]([O:5][C:1]([CH3:4])([CH3:3])[CH3:2])=[O:7])[C:9]([CH3:14])([C:15]=1[C:21]([O:23][CH3:24])=[O:22])[CH:10]=[CH:11]2)=[O:18]. The yield is 0.500. (2) The reactants are Cl.[CH3:2][CH:3]([NH:5][CH2:6][C:7]1([NH2:11])[CH2:10][NH:9][CH2:8]1)[CH3:4].[F:12][C:13]1[C:14]([NH:23][C:24]2[CH:29]=[CH:28][C:27]([I:30])=[CH:26][C:25]=2[F:31])=[C:15]([CH:19]=[CH:20][C:21]=1[F:22])[C:16](F)=[O:17]. The catalyst is C(=O)(O)[O-].[Na+].O1CCOCC1.O. The product is [F:12][C:13]1[C:14]([NH:23][C:24]2[CH:29]=[CH:28][C:27]([I:30])=[CH:26][C:25]=2[F:31])=[C:15]([C:16]([N:9]2[CH2:10][C:7]([CH2:6][NH:5][CH:3]([CH3:4])[CH3:2])([NH2:11])[CH2:8]2)=[O:17])[CH:19]=[CH:20][C:21]=1[F:22]. The yield is 0.370. (3) The product is [OH:31][C:28]1[N:27]([C:32]2[CH:37]=[CH:36][C:35]([O:38][CH3:39])=[C:34]([N:40]([CH3:44])[CH2:41][CH2:42][CH3:43])[CH:33]=2)[C:26]([C:10]2[CH:11]=[C:12]([CH:23]([CH3:24])[CH3:25])[C:13]([OH:15])=[CH:14][C:9]=2[OH:8])=[N:30][N:29]=1. The catalyst is CO.[Pd]. The yield is 0.940. The reactants are C([O:8][C:9]1[CH:14]=[C:13]([O:15]CC2C=CC=CC=2)[C:12]([CH:23]([CH3:25])[CH3:24])=[CH:11][C:10]=1[C:26]1[N:27]([C:32]2[CH:37]=[CH:36][C:35]([O:38][CH3:39])=[C:34]([N:40]([CH3:44])[CH2:41][CH2:42][CH3:43])[CH:33]=2)[C:28]([OH:31])=[N:29][N:30]=1)C1C=CC=CC=1. (4) The reactants are [CH3:1][S-:2].[Na+].Cl[C:5]1[CH:14]=[C:13]([C:15]([F:18])([F:17])[F:16])[CH:12]=[CH:11][C:6]=1[C:7]([O:9][CH3:10])=[O:8]. The catalyst is CN1CCCC1=O. The product is [CH3:1][S:2][C:5]1[CH:14]=[C:13]([C:15]([F:18])([F:17])[F:16])[CH:12]=[CH:11][C:6]=1[C:7]([O:9][CH3:10])=[O:8]. The yield is 0.940. (5) The reactants are [F:1][C:2]1[CH:7]=[C:6]([F:8])[C:5]([C:9]2[CH:10]=[N:11][CH:12]=[N:13][CH:14]=2)=[CH:4][C:3]=1[C@@:15]([NH:27][C:28]([NH:30]C(=O)C1C=CC=CC=1)=[S:29])([CH2:17][C@H:18]([C:20]1[C:21]([CH3:26])=[N:22][O:23][C:24]=1[CH3:25])O)[CH3:16].Cl. The catalyst is O1CCOCC1. The product is [F:1][C:2]1[CH:7]=[C:6]([F:8])[C:5]([C:9]2[CH:10]=[N:11][CH:12]=[N:13][CH:14]=2)=[CH:4][C:3]=1[C@:15]1([CH3:16])[CH2:17][C@@H:18]([C:20]2[C:21]([CH3:26])=[N:22][O:23][C:24]=2[CH3:25])[S:29][C:28]([NH2:30])=[N:27]1. The yield is 0.421. (6) The reactants are [OH:1][C:2]1[CH:3]=[C:4]([CH:9]=[CH:10][CH:11]=1)[C:5]([O:7][CH3:8])=[O:6].Cl[C:13]([CH3:17])([CH3:16])[C:14]#[CH:15].N12CCCN=C1CCCCC2.O. The catalyst is C(#N)C.[Cu](Cl)Cl. The product is [CH3:16][C:13]([O:1][C:2]1[CH:3]=[C:4]([CH:9]=[CH:10][CH:11]=1)[C:5]([O:7][CH3:8])=[O:6])([CH3:17])[C:14]#[CH:15]. The yield is 0.280. (7) The reactants are [NH2:1][C:2]1[CH:3]=[CH:4][C:5]([N:10]2[CH2:15][CH2:14][N:13]([CH:16]([C:23]3[CH:28]=[CH:27][CH:26]=[CH:25][CH:24]=3)[C:17]3[CH:22]=[CH:21][CH:20]=[CH:19][CH:18]=3)[CH2:12][CH2:11]2)=[C:6]([CH:9]=1)[C:7]#[N:8].C1CCC(N=C=NC2CCCCC2)CC1.[CH2:44]([CH:46]([CH2:50][CH3:51])[C:47](O)=[O:48])[CH3:45].[OH-].[Na+]. The catalyst is ClCCCl. The product is [CH:16]([N:13]1[CH2:12][CH2:11][N:10]([C:5]2[CH:4]=[CH:3][C:2]([NH:1][C:47](=[O:48])[CH:46]([CH2:50][CH3:51])[CH2:44][CH3:45])=[CH:9][C:6]=2[C:7]#[N:8])[CH2:15][CH2:14]1)([C:17]1[CH:22]=[CH:21][CH:20]=[CH:19][CH:18]=1)[C:23]1[CH:24]=[CH:25][CH:26]=[CH:27][CH:28]=1. The yield is 0.190.